Dataset: Full USPTO retrosynthesis dataset with 1.9M reactions from patents (1976-2016). Task: Predict the reactants needed to synthesize the given product. (1) Given the product [ClH:47].[CH3:41][S:38]([N:12]([C:13]1[CH:18]=[CH:17][CH:16]=[C:15]([C:19]2[C:28]3[C:23](=[CH:24][C:25]([O:34][CH3:35])=[C:26]4[O:31][C:30]([CH3:33])([CH3:32])[CH2:29][C:27]4=3)[CH2:22][C:21]([CH3:37])([CH3:36])[N:20]=2)[CH:14]=1)[CH2:11][CH2:10][CH2:9][S:6]([NH2:5])(=[O:8])=[O:7])(=[O:39])=[O:40], predict the reactants needed to synthesize it. The reactants are: CN(C=[N:5][S:6]([CH2:9][CH2:10][CH2:11][N:12]([S:38]([CH3:41])(=[O:40])=[O:39])[C:13]1[CH:18]=[CH:17][CH:16]=[C:15]([C:19]2[C:28]3[C:23](=[CH:24][C:25]([O:34][CH3:35])=[C:26]4[O:31][C:30]([CH3:33])([CH3:32])[CH2:29][C:27]4=3)[CH2:22][C:21]([CH3:37])([CH3:36])[N:20]=2)[CH:14]=1)(=[O:8])=[O:7])C.C(=O)([O-])O.[Na+].[ClH:47]. (2) Given the product [CH:25]([O:27][P:8]([N:10]([CH:14]([CH3:16])[CH3:15])[CH:11]([CH3:13])[CH3:12])[N:4]([CH:5]([CH3:7])[CH3:6])[CH:1]([CH3:3])[CH3:2])([CH3:26])[CH3:24], predict the reactants needed to synthesize it. The reactants are: [CH:1]([N:4]([P:8]([N:10]([CH:14]([CH3:16])[CH3:15])[CH:11]([CH3:13])[CH3:12])Cl)[CH:5]([CH3:7])[CH3:6])([CH3:3])[CH3:2].C(N(CC)CC)C.[CH3:24][CH:25]([OH:27])[CH3:26]. (3) Given the product [C:18]1([NH:9][CH2:8][Si:3]([O:6][CH3:7])([O:2][CH3:1])[O:4][CH3:5])[CH:19]=[CH:20][CH:21]=[CH:22][CH:23]=1, predict the reactants needed to synthesize it. The reactants are: [CH3:1][O:2][Si:3]([CH2:8][N:9]([C:18]1[CH:23]=[CH:22][CH:21]=[CH:20][CH:19]=1)C[Si](OC)(OC)OC)([O:6][CH3:7])[O:4][CH3:5].[Cl-]. (4) Given the product [CH3:1][O:2][C:3]1[CH:16]=[CH:15][CH:14]=[CH:13][C:4]=1[CH:5]=[C:6]1[N:7]=[C:8]([CH3:12])[NH:17][C:10]1=[O:9], predict the reactants needed to synthesize it. The reactants are: [CH3:1][O:2][C:3]1[CH:16]=[CH:15][CH:14]=[CH:13][C:4]=1[CH:5]=[C:6]1[C:10](=O)[O:9][C:8]([CH3:12])=[N:7]1.[NH3:17].C(=O)([O-])[O-].[K+].[K+]. (5) Given the product [CH:1]([N:4]1[C:8]2[CH:9]=[CH:10][CH:11]=[CH:12][C:7]=2[N:6]([C:20]([NH:45][CH2:46][CH:47]2[CH2:52][CH2:51][N:50]([CH2:53][C:54]3([C:58]([OH:60])=[O:59])[CH2:57][CH2:56][CH2:55]3)[CH2:49][CH2:48]2)=[O:23])[C:5]1=[O:13])([CH3:3])[CH3:2], predict the reactants needed to synthesize it. The reactants are: [CH:1]([N:4]1[C:8]2[CH:9]=[CH:10][CH:11]=[CH:12][C:7]=2[NH:6][C:5]1=[O:13])([CH3:3])[CH3:2].[N+](C1C=C[C:20]([O:23]C(Cl)=O)=CC=1)([O-])=O.CCN(CC)CC.CC1C=CC(S(O)(=O)=O)=CC=1.[NH2:45][CH2:46][CH:47]1[CH2:52][CH2:51][N:50]([CH2:53][C:54]2([C:58]([OH:60])=[O:59])[CH2:57][CH2:56][CH2:55]2)[CH2:49][CH2:48]1. (6) Given the product [C:1]([C:3]1[CH:4]=[CH:5][C:6]([O:26][CH3:27])=[C:7]([C:9]2[C:13]([NH:14][C:15]([C:17]3[CH:18]=[N:19][N:20]4[CH:25]=[CH:24][CH:23]=[N:22][C:21]=34)=[O:16])=[CH:12][N:11]([CH2:29][C:30]3[N:34]([CH3:35])[CH:33]=[N:32][N:31]=3)[N:10]=2)[CH:8]=1)#[N:2], predict the reactants needed to synthesize it. The reactants are: [C:1]([C:3]1[CH:4]=[CH:5][C:6]([O:26][CH3:27])=[C:7]([C:9]2[C:13]([NH:14][C:15]([C:17]3[CH:18]=[N:19][N:20]4[CH:25]=[CH:24][CH:23]=[N:22][C:21]=34)=[O:16])=[CH:12][NH:11][N:10]=2)[CH:8]=1)#[N:2].Cl[CH2:29][C:30]1[N:34]([CH3:35])[CH:33]=[N:32][N:31]=1.C([O-])([O-])=O.[Cs+].[Cs+]. (7) Given the product [F:11][C:12]1[C:17]2[C:1](=[O:9])[C:2]3[C:3](=[CH:5][CH:6]=[CH:7][CH:8]=3)[S:4][C:16]=2[C:15]([OH:18])=[CH:14][CH:13]=1, predict the reactants needed to synthesize it. The reactants are: [C:1](O)(=[O:9])[C:2]1[C:3](=[CH:5][CH:6]=[CH:7][CH:8]=1)[SH:4].[F:11][C:12]1[CH:17]=[CH:16][C:15]([OH:18])=[CH:14][CH:13]=1.